This data is from Catalyst prediction with 721,799 reactions and 888 catalyst types from USPTO. The task is: Predict which catalyst facilitates the given reaction. (1) Reactant: Cl[C:2]1[N:7]=[C:6]([N:8]2[CH2:13][CH2:12][CH:11]([O:14][CH2:15][C:16]3[CH:21]=[CH:20][C:19]([O:22][C:23]([F:26])([F:25])[F:24])=[CH:18][CH:17]=3)[CH2:10][CH2:9]2)[N:5]=[CH:4][N:3]=1.CCN(C(C)C)C(C)C.[NH2:36][C:37]1[C:38]([CH3:47])=[C:39]([CH:44]=[CH:45][CH:46]=1)[C:40]([NH:42][CH3:43])=[O:41]. Product: [CH3:43][NH:42][C:40](=[O:41])[C:39]1[CH:44]=[CH:45][CH:46]=[C:37]([NH:36][C:2]2[N:7]=[C:6]([N:8]3[CH2:13][CH2:12][CH:11]([O:14][CH2:15][C:16]4[CH:21]=[CH:20][C:19]([O:22][C:23]([F:26])([F:25])[F:24])=[CH:18][CH:17]=4)[CH2:10][CH2:9]3)[N:5]=[CH:4][N:3]=2)[C:38]=1[CH3:47]. The catalyst class is: 32. (2) Reactant: [CH3:1][O:2][C:3]([C:5]1[CH:6]=[CH:7][C:8]([C:11]([OH:13])=O)=[N:9][CH:10]=1)=[O:4].[NH2:14][C:15]1[CH:20]=[CH:19][CH:18]=[CH:17][CH:16]=1.C1C=CC2N(O)N=NC=2C=1.CCN(C(C)C)C(C)C.Cl. Product: [CH3:1][O:2][C:3](=[O:4])[C:5]1[CH:6]=[CH:7][C:8]([C:11](=[O:13])[NH:14][C:15]2[CH:20]=[CH:19][CH:18]=[CH:17][CH:16]=2)=[N:9][CH:10]=1. The catalyst class is: 3. (3) Product: [Cl:7][C:8]1[CH:13]=[CH:12][C:11]([CH2:14][C:15]([NH:17][C:18]2[CH:23]=[C:22]([C:24]([C:26]3[C:34]4[CH:33]=[N:32][CH:31]=[N:30][C:29]=4[N:28]([CH:2]([CH3:6])[C:3]([NH2:5])=[O:4])[CH:27]=3)=[O:25])[CH:21]=[N:20][CH:19]=2)=[O:16])=[CH:10][CH:9]=1. Reactant: Br[CH:2]([CH3:6])[C:3]([NH2:5])=[O:4].[Cl:7][C:8]1[CH:13]=[CH:12][C:11]([CH2:14][C:15]([NH:17][C:18]2[CH:19]=[N:20][CH:21]=[C:22]([C:24]([C:26]3[C:34]4[CH:33]=[N:32][CH:31]=[N:30][C:29]=4[NH:28][CH:27]=3)=[O:25])[CH:23]=2)=[O:16])=[CH:10][CH:9]=1.C(=O)([O-])[O-].[Cs+].[Cs+].O. The catalyst class is: 3.